This data is from Experimentally validated miRNA-target interactions with 360,000+ pairs, plus equal number of negative samples. The task is: Binary Classification. Given a miRNA mature sequence and a target amino acid sequence, predict their likelihood of interaction. (1) The miRNA is hsa-miR-4433b-3p with sequence CAGGAGUGGGGGGUGGGACGU. The protein sequence of the target gene is MSKGPGPGGSAASSAPPAATAQVLQAQPEKPQHYTYLKEFRTEQCPLFVQHKCTQHRPYTCFHWHFVNQRRRRSIRRRDGTFNYSPDVYCTKYDEATGLCPEGDECPFLHRTTGDTERRYHLRYYKTGICIHETDSKGNCTKNGLHCAFAHGPHDLRSPVYDIRELQAMEALQNGQTTVEGSIEGQSAGAASHAMIEKILSEEPRWQETAYVLGNYKTEPCKKPPRLCRQGYACPYYHNSKDRRRSPRKHKYRSSPCPNVKHGDEWGDPGKCENGDACQYCHTRTEQQFHPEIYKSTKCN.... Result: 1 (interaction). (2) The miRNA is hsa-miR-4504 with sequence UGUGACAAUAGAGAUGAACAUG. The protein sequence of the target gene is MLLRGVLLALQALQLAGALDLPAGSCAFEESTCGFDSVLASLPWILNEEGHYIYVDTSFGKQGEKAVLLSPDLQAEEWSCLRLVYQITTSSESLSDPSQLNLYMRFEDESFDRLLWSAKEPSDSWLIASLDLQNSSKKFKILIEGVLGQGNTASIALFEIKMTTGYCIECDFEENHLCGFVNRWNPNVNWFVGGGSIRNVHSILPQDHTFKSELGHYMYVDSVYVKHFQEVAQLISPLTTAPMAGCLSFYYQIQQGNDNVFSLYTRDVAGLYEEIWKADRPGNAAWNLAEVEFSAPYPME.... Result: 0 (no interaction). (3) The miRNA is hsa-miR-3913-5p with sequence UUUGGGACUGAUCUUGAUGUCU. The protein sequence of the target gene is MKLGSSRAGPGRGSAGLLPGVHELPMGIPAPWGTSPLSFHRKCSLWAPGRPFLTLVLLVSIKQVTGSLLEETTRKWAQYKQACLRDLLKEPSGIFCNGTFDQYVCWPHSSPGNVSVPCPSYLPWWSEESSGRAYRHCLAQGTWQTIENATDIWQDDSECSENHSFKQNVDRYALLSTLQLMYTVGYSFSLISLFLALTLLLFLRKLHCTRNYIHMNLFASFILRTLAVLVKDVVFYNSYSKRPDNENGWMSYLSEMSTSCRSVQVLLHYFVGANYLWLLVEGLYLHTLLEPTVLPERRLW.... Result: 1 (interaction). (4) The miRNA is ath-miR169a-5p with sequence CAGCCAAGGAUGACUUGCCGA. The protein sequence of the target gene is MATLQLLRAPLLCVLLWVFCAPGARAHDHGADVHHGSVGLDKSTVHDQEHIMEHLEGVIDQPEAEMSPQELQLHYFKMHDYDGNSLLDGLELSIAITHVHKEEGSEQAPVMSEDELVSIIDGVLRDDDKNNDGYIDYAEFAKSLQ. Result: 0 (no interaction). (5) The miRNA is hsa-miR-6766-5p with sequence CGGGUGGGAGCAGAUCUUAUUGAG. The protein sequence of the target gene is MPRGRCRQQGPRIPIWAAANYANAHPWQQMDKASPGVAYTPLVDPWIERPCCGDTVCVRTTMEQKSTASGTCGGKPAERGPLAGHMPSSRPHRVDFCWVPGSDPGTFDGSPWLLDRFLAQLGDYMSFHFEHYQDNISRVCEILRRLTGRAQAWAAPYLDGDLPLPDDYELFCQDLKEVVQDPNSFAEYHAVVTCPLPLASSQLPVAPQLPVVRQYLARFLEGLALDMGTAPRSLPAAMATPAVSGSNSVSRSALFEQQLTKESTPGPKEPPVLPSSTCSSKPGPVEPASSQPEEAAPTPV.... Result: 1 (interaction). (6) The miRNA is mmu-miR-3473d with sequence CCACUGAGCCACUUUCCAGCCCUU. The protein sequence of the target gene is MLYLIGLGLGDAKDITVKGLEVVRRCSRVYLEAYTSVLTVGKEALEEFYGRKLILADREEVEQEADNIFKDADVSDVAFLVVGDPFGATTHSDLILRATKLGIPYQVIHNASIMNAVGCCGLQLYRFGETVSIVFWTDTWRPESFFDKVKRNRANGMHTLCLLDIKVKEQSLENLIRGRKIYEPPRYMSVNQAAQQLLEIVQNHRARGEEPAITEETLCVGLARVGAEDQKIAAGTLQQMCTVSLGEPLHSLVITGGNLHPLEMEMLSLFSIPESQSTDGL. Result: 1 (interaction). (7) The miRNA is hsa-miR-1236-3p with sequence CCUCUUCCCCUUGUCUCUCCAG. The protein sequence of the target gene is MRIICRQIVLLFSGFWGLAMGAFPSSVQIGGLFIRNTDQEYTAFRLAIFLHNTSPNASEAPFNLVPHVDNIETANSFAVTNAFCSQYSRGVFAIFGLYDKRSVHTLTSFCSALHISLITPSFPTEGESQFVLQLRPSLRGALLSLLDHYEWNCFVFLYDTDRGYSILQAIMEKAGQNGWHVSAICVENFNDVSYRQLLEELDRRQEKKFVIDCEIERLQNILEQIVSVGKHVKGYHYIIANLGFKDISLERFIHGGANVTGFQLVDFNTPMVTKLMDRWKKLDQREYPGSETPPKYTSAL.... Result: 0 (no interaction). (8) The miRNA is hsa-miR-367-3p with sequence AAUUGCACUUUAGCAAUGGUGA. The protein sequence of the target gene is MQWSPTPGASACLGWASSLACSTAPTLLGRAGRGPLMAAKWFKEFPLNLKTVSERAKPGGGGGKLRKNSEAGGAGPGPGKGRKNSAAELGSGRAGVGPKDSRLSRDSLQGLIQAAAGKGRKNSRATEEEPHRGATKSSGCSTYINRLIKVDTQEKNGKSNYPSSSSSSSSSSSSASSSPSSLGPELDKGKIIKQQETVIILEDYADPYDAKRTKGQRDAERVGENDGYMEPYDAQQMITEIRRRGSKDPLVKALQLLDSPCEPADGGLKSETLAKRRSSKDLLGKPPQLYDTPYEPAEGG.... Result: 1 (interaction). (9) The miRNA is hsa-miR-3150b-3p with sequence UGAGGAGAUCGUCGAGGUUGG. The protein sequence of the target gene is MVPRSTSLTLIVFLFHRLSKAPGKMVENSPSPLPERAIYGFVLFLSSQFGFILYLVWAFIPESWLNSLGLTYWPQKYWAVALPVYLLIAIVIGYVLLFGINMMSTSPLDSIHTITDNYAKNQQQKKYQEEAIPALRDISISEVNQMFFLAAKELYTKN. Result: 1 (interaction). (10) The miRNA is hsa-miR-3200-5p with sequence AAUCUGAGAAGGCGCACAAGGU. The protein sequence of the target gene is MEEGFRDRAAFIRGAKDIAKEVKKHAAKKVVKGLDRVQDEYSRRSYSRFEEEDDDDDFPAPADGYYRGEGAQDEEEGGASSDATEGHDEDDEIYEGEYQGIPRAESGGKGERMADGAPLAGVRGGLSDGEGPPGGRGEAQRRKDREELAQQYETILRECGHGRFQWTLYFVLGLALMADGVEVFVVGFVLPSAEKDMCLSDSNKGMLGLIVYLGMMVGAFLWGGLADRLGRRQCLLISLSVNSVFAFFSSFVQGYGTFLFCRLLSGVGIGGSIPIVFSYFSEFLAQEKRGEHLSWLCMFW.... Result: 0 (no interaction).